From a dataset of Reaction yield outcomes from USPTO patents with 853,638 reactions. Predict the reaction yield, written as a fraction of the theoretical maximum amount of product (1.0 means a 100% yield; for example, 0.34 means a 34% yield). (1) The reactants are [CH:1]1[C:7]([NH2:8])=[N:6][C:4](=[O:5])[N:3]([C@@H:9]2[O:13][C@H:12]([CH2:14][OH:15])[C@@H:11]([OH:16])[C@@H:10]2[OH:17])[CH:2]=1.[ClH:18]. The catalyst is CO. The product is [CH:1]1[C:7]([NH2:8])=[N:6][C:4](=[O:5])[N:3]([C@@H:9]2[O:13][C@H:12]([CH2:14][OH:15])[C@@H:11]([OH:16])[C@@H:10]2[OH:17])[CH:2]=1.[ClH:18]. The yield is 0.960. (2) The reactants are C(N(CC)CC)C.F[P-](F)(F)(F)(F)F.N1(OC(N(C)C)=[N+](C)C)C2N=CC=CC=2N=N1.[O:32]=[C:33]1[C:44]2[C:45]3[C:37](=[C:38]([C:54]4[CH:59]=[CH:58][CH:57]=[CH:56][CH:55]=4)[NH:39][C:40]=3[CH:41]=[C:42]([NH:46][C:47](=[O:53])[CH2:48][CH2:49][C:50](O)=[O:51])[CH:43]=2)[CH:36]=[N:35][NH:34]1. The catalyst is CN(C)C=O. The product is [O:32]=[C:33]1[C:44]2[C:45]3[C:37](=[C:38]([C:54]4[CH:55]=[CH:56][CH:57]=[CH:58][CH:59]=4)[NH:39][C:40]=3[CH:41]=[C:42]([N:46]3[C:50](=[O:51])[CH2:49][CH2:48][C:47]3=[O:53])[CH:43]=2)[CH:36]=[N:35][NH:34]1. The yield is 0.470. (3) The reactants are [CH2:1]([O:8][C:9]1[CH:10]=[C:11]([C:16]2[N:21]=[C:20]([C:22]([O:24][CH3:25])=[O:23])[CH:19]=[CH:18][C:17]=2OS(C(F)(F)F)(=O)=O)[CH:12]=[CH:13][C:14]=1[Cl:15])[C:2]1[CH:7]=[CH:6][CH:5]=[CH:4][CH:3]=1.[C:34](=[N:47][NH2:48])([C:41]1[CH:46]=[CH:45][CH:44]=[CH:43][CH:42]=1)[C:35]1[CH:40]=[CH:39][CH:38]=[CH:37][CH:36]=1.C(=O)([O-])[O-].[Cs+].[Cs+]. The catalyst is C1(C)C=CC=CC=1.CCOCC.O.Cl[Pd]Cl. The product is [CH2:1]([O:8][C:9]1[CH:10]=[C:11]([C:16]2[N:21]=[C:20]([C:22]([O:24][CH3:25])=[O:23])[CH:19]=[CH:18][C:17]=2[NH:48][N:47]=[C:34]([C:35]2[CH:40]=[CH:39][CH:38]=[CH:37][CH:36]=2)[C:41]2[CH:46]=[CH:45][CH:44]=[CH:43][CH:42]=2)[CH:12]=[CH:13][C:14]=1[Cl:15])[C:2]1[CH:7]=[CH:6][CH:5]=[CH:4][CH:3]=1. The yield is 0.880.